From a dataset of NCI-60 drug combinations with 297,098 pairs across 59 cell lines. Regression. Given two drug SMILES strings and cell line genomic features, predict the synergy score measuring deviation from expected non-interaction effect. (1) Drug 1: CCC1=C2CN3C(=CC4=C(C3=O)COC(=O)C4(CC)O)C2=NC5=C1C=C(C=C5)O. Drug 2: CC(C)NC(=O)C1=CC=C(C=C1)CNNC.Cl. Cell line: UO-31. Synergy scores: CSS=15.6, Synergy_ZIP=-6.01, Synergy_Bliss=0.388, Synergy_Loewe=-0.122, Synergy_HSA=0.380. (2) Drug 1: CC1=C(C=C(C=C1)NC2=NC=CC(=N2)N(C)C3=CC4=NN(C(=C4C=C3)C)C)S(=O)(=O)N.Cl. Drug 2: CC1=CC=C(C=C1)C2=CC(=NN2C3=CC=C(C=C3)S(=O)(=O)N)C(F)(F)F. Cell line: SK-MEL-28. Synergy scores: CSS=-1.90, Synergy_ZIP=2.20, Synergy_Bliss=3.83, Synergy_Loewe=0.863, Synergy_HSA=0.278. (3) Drug 1: COC1=C(C=C2C(=C1)N=CN=C2NC3=CC(=C(C=C3)F)Cl)OCCCN4CCOCC4. Drug 2: CCC1=C2CN3C(=CC4=C(C3=O)COC(=O)C4(CC)O)C2=NC5=C1C=C(C=C5)O. Cell line: MDA-MB-435. Synergy scores: CSS=34.3, Synergy_ZIP=-3.95, Synergy_Bliss=4.92, Synergy_Loewe=-4.31, Synergy_HSA=2.88. (4) Drug 1: CCN(CC)CCCC(C)NC1=C2C=C(C=CC2=NC3=C1C=CC(=C3)Cl)OC. Drug 2: COCCOC1=C(C=C2C(=C1)C(=NC=N2)NC3=CC=CC(=C3)C#C)OCCOC.Cl. Cell line: HS 578T. Synergy scores: CSS=9.24, Synergy_ZIP=-2.75, Synergy_Bliss=-1.46, Synergy_Loewe=-3.94, Synergy_HSA=-1.16. (5) Drug 1: C1CN(P(=O)(OC1)NCCCl)CCCl. Drug 2: C(CCl)NC(=O)N(CCCl)N=O. Cell line: SNB-19. Synergy scores: CSS=1.52, Synergy_ZIP=-3.95, Synergy_Bliss=-2.07, Synergy_Loewe=-10.9, Synergy_HSA=-2.92. (6) Drug 1: C1CN1C2=NC(=NC(=N2)N3CC3)N4CC4. Drug 2: CCC1(CC2CC(C3=C(CCN(C2)C1)C4=CC=CC=C4N3)(C5=C(C=C6C(=C5)C78CCN9C7C(C=CC9)(C(C(C8N6C)(C(=O)OC)O)OC(=O)C)CC)OC)C(=O)OC)O.OS(=O)(=O)O. Cell line: SF-295. Synergy scores: CSS=27.8, Synergy_ZIP=6.69, Synergy_Bliss=7.00, Synergy_Loewe=3.39, Synergy_HSA=4.04.